Dataset: Catalyst prediction with 721,799 reactions and 888 catalyst types from USPTO. Task: Predict which catalyst facilitates the given reaction. Reactant: [Cl:1][C:2]1[CH:7]=[CH:6][C:5]([Cl:8])=[CH:4][C:3]=1[OH:9].[N+:10]([O-])([OH:12])=[O:11]. Product: [Cl:1][C:2]1[CH:7]=[C:6]([N+:10]([O-:12])=[O:11])[C:5]([Cl:8])=[CH:4][C:3]=1[OH:9]. The catalyst class is: 53.